From a dataset of Reaction yield outcomes from USPTO patents with 853,638 reactions. Predict the reaction yield, written as a fraction of the theoretical maximum amount of product (1.0 means a 100% yield; for example, 0.34 means a 34% yield). (1) The reactants are [Cl:1][C:2]1[CH:18]=[C:17]([O:19][CH2:20][CH:21]=[C:22]([Cl:24])[Cl:23])[CH:16]=[C:15]([Cl:25])[C:3]=1[O:4][CH2:5][CH2:6][C:7]1[CH:14]=[CH:13][C:10]([CH:11]=O)=[CH:9][CH:8]=1.Cl.[CH2:27]([O:30][NH2:31])[CH2:28][CH3:29].Cl. The catalyst is N1C=CC=CC=1. The product is [CH2:27]([O:30][N:31]=[CH:11][C:10]1[CH:13]=[CH:14][C:7]([CH2:6][CH2:5][O:4][C:3]2[C:2]([Cl:1])=[CH:18][C:17]([O:19][CH2:20][CH:21]=[C:22]([Cl:24])[Cl:23])=[CH:16][C:15]=2[Cl:25])=[CH:8][CH:9]=1)[CH2:28][CH3:29]. The yield is 0.720. (2) The reactants are N1[CH:6]=[CH:5][CH:4]=[C:3]([NH:7][C:8](=[S:30])[O:9][CH2:10]/[CH:11]=[C:12](\[CH3:29])/[CH2:13][CH2:14]/[CH:15]=[C:16](\[CH3:28])/[CH2:17][CH2:18]/[CH:19]=[C:20](\[CH3:27])/[CH2:21][CH2:22][CH:23]=[C:24]([CH3:26])[CH3:25])C=1.C(C/C(/C)=C/CC/C(/C)=C/[CH2:48][OH:49])/C=C(/CCC=C(C)C)\C.O1C=CC=C1CN=C=S. No catalyst specified. The product is [O:49]1[CH:48]=[CH:6][CH:5]=[C:4]1[CH2:3][NH:7][C:8](=[S:30])[O:9][CH2:10]/[CH:11]=[C:12](\[CH3:29])/[CH2:13][CH2:14]/[CH:15]=[C:16](\[CH3:28])/[CH2:17][CH2:18]/[CH:19]=[C:20](\[CH3:27])/[CH2:21][CH2:22][CH:23]=[C:24]([CH3:25])[CH3:26]. The yield is 0.230. (3) The reactants are Cl.[CH3:2][CH:3]([NH:5][CH2:6][C:7]1([NH2:11])[CH2:10][NH:9][CH2:8]1)[CH3:4].[F:12][C:13]1[C:14]([NH:23][C:24]2[CH:29]=[CH:28][C:27]([I:30])=[CH:26][C:25]=2[F:31])=[C:15]([CH:19]=[CH:20][C:21]=1[F:22])[C:16](F)=[O:17]. The catalyst is C(=O)(O)[O-].[Na+].O1CCOCC1.O. The product is [F:12][C:13]1[C:14]([NH:23][C:24]2[CH:29]=[CH:28][C:27]([I:30])=[CH:26][C:25]=2[F:31])=[C:15]([C:16]([N:9]2[CH2:10][C:7]([CH2:6][NH:5][CH:3]([CH3:4])[CH3:2])([NH2:11])[CH2:8]2)=[O:17])[CH:19]=[CH:20][C:21]=1[F:22]. The yield is 0.370. (4) The reactants are [CH2:1]([O:8][C@@H:9]1[C@@:15]([CH2:25][O:26][S:27]([CH3:30])(=[O:29])=[O:28])([CH2:16][O:17][CH2:18][C:19]2[CH:24]=[CH:23][CH:22]=[CH:21][CH:20]=2)[O:14][C@H:11]([O:12][CH3:13])[C@@H:10]1[OH:31])[C:2]1[CH:7]=[CH:6][CH:5]=[CH:4][CH:3]=1.[C:32](OC(=O)C)(=[O:34])[CH3:33]. The catalyst is N1C=CC=CC=1. The product is [C:32]([O:31][C@@H:10]1[C@H:9]([O:8][CH2:1][C:2]2[CH:3]=[CH:4][CH:5]=[CH:6][CH:7]=2)[C@@:15]([CH2:25][O:26][S:27]([CH3:30])(=[O:29])=[O:28])([CH2:16][O:17][CH2:18][C:19]2[CH:20]=[CH:21][CH:22]=[CH:23][CH:24]=2)[O:14][CH:11]1[O:12][CH3:13])(=[O:34])[CH3:33]. The yield is 1.00. (5) The reactants are Br[C:2]1[C:10]2[C:5](=[CH:6][CH:7]=[C:8]([C:11]#[N:12])[CH:9]=2)[N:4]([CH:13]2[CH2:18][CH2:17][CH2:16][CH2:15][O:14]2)[N:3]=1.C(N(C(C)C)CC)(C)C.[C:28]1([C:34]#[CH:35])[CH:33]=[CH:32][CH:31]=[CH:30][CH:29]=1. The catalyst is Cl[Pd](Cl)([P](C1C=CC=CC=1)(C1C=CC=CC=1)C1C=CC=CC=1)[P](C1C=CC=CC=1)(C1C=CC=CC=1)C1C=CC=CC=1.[Cu]I.C(#N)C. The product is [O:14]1[CH2:15][CH2:16][CH2:17][CH2:18][CH:13]1[N:4]1[C:5]2[C:10](=[CH:9][C:8]([C:11]#[N:12])=[CH:7][CH:6]=2)[C:2]([C:35]#[C:34][C:28]2[CH:33]=[CH:32][CH:31]=[CH:30][CH:29]=2)=[N:3]1. The yield is 0.762. (6) The reactants are [CH2:1]([N:3]1CN(C)C[N:5]([C:10]2[S:11][C:12]3[C:18](C=O)=[CH:17][C:16]([C:21]4[CH:22]=[N:23][C:24]([C:27]([OH:30])(C)[CH3:28])=[N:25][CH:26]=4)=[CH:15][C:13]=3[N:14]=2)[C:4]1=[O:31])[CH3:2].Cl.[CH2:33]1[CH2:37][O:36][CH2:35][CH2:34]1. No catalyst specified. The product is [CH2:1]([NH:3][C:4]([NH:5][C:10]1[S:11][C:12]2[C:18]([O:36][CH2:37][C:33]3[CH:4]=[N:3][C:1]([CH3:2])=[CH:35][CH:34]=3)=[CH:17][C:16]([C:21]3[CH:26]=[N:25][C:24]([CH:27]([OH:30])[CH3:28])=[N:23][CH:22]=3)=[CH:15][C:13]=2[N:14]=1)=[O:31])[CH3:2]. The yield is 0.790. (7) The reactants are [F:1][C:2]1[CH:3]=[C:4]([CH:34]=[CH:35][CH:36]=1)[CH2:5][N:6]1[C:14]2[C:9](=[CH:10][C:11]([NH:15][C:16]3[C:21]4=[C:22]([CH2:25][N:26]5[CH2:31][CH2:30][CH:29]([C:32]#[N:33])[CH2:28][CH2:27]5)[CH:23]=[CH:24][N:20]4[N:19]=[CH:18][N:17]=3)=[CH:12][CH:13]=2)[CH:8]=[N:7]1.[N-:37]=[N+:38]=[N-:39].[Na+].[Cl-].[NH4+]. The catalyst is CN(C=O)C.C(Cl)Cl. The product is [F:1][C:2]1[CH:3]=[C:4]([CH:34]=[CH:35][CH:36]=1)[CH2:5][N:6]1[C:14]2[C:9](=[CH:10][C:11]([NH:15][C:16]3[C:21]4=[C:22]([CH2:25][N:26]5[CH2:27][CH2:28][CH:29]([C:32]6[NH:39][N:38]=[N:37][N:33]=6)[CH2:30][CH2:31]5)[CH:23]=[CH:24][N:20]4[N:19]=[CH:18][N:17]=3)=[CH:12][CH:13]=2)[CH:8]=[N:7]1. The yield is 0.240.